Dataset: Peptide-MHC class I binding affinity with 185,985 pairs from IEDB/IMGT. Task: Regression. Given a peptide amino acid sequence and an MHC pseudo amino acid sequence, predict their binding affinity value. This is MHC class I binding data. (1) The peptide sequence is MAIHRSLTK. The MHC is HLA-A66:01 with pseudo-sequence HLA-A66:01. The binding affinity (normalized) is 0.834. (2) The peptide sequence is WLTPFEKEFT. The MHC is HLA-A68:02 with pseudo-sequence HLA-A68:02. The binding affinity (normalized) is 0. (3) The peptide sequence is AYISSEATTPI. The MHC is Mamu-B17 with pseudo-sequence Mamu-B17. The binding affinity (normalized) is 0. (4) The peptide sequence is LLIHFLLSL. The MHC is HLA-A32:01 with pseudo-sequence HLA-A32:01. The binding affinity (normalized) is 0. (5) The peptide sequence is LEGKIIIVAV. The MHC is Mamu-A11 with pseudo-sequence Mamu-A11. The binding affinity (normalized) is 0.677. (6) The peptide sequence is RMFLAMITY. The MHC is Mamu-A01 with pseudo-sequence Mamu-A01. The binding affinity (normalized) is 0.469. (7) The peptide sequence is RKAKIIRDY. The MHC is HLA-A02:06 with pseudo-sequence HLA-A02:06. The binding affinity (normalized) is 0. (8) The peptide sequence is GQVQLKKPY. The MHC is HLA-B08:02 with pseudo-sequence HLA-B08:02. The binding affinity (normalized) is 0.0847. (9) The peptide sequence is AIIRILQQL. The MHC is HLA-B35:01 with pseudo-sequence HLA-B35:01. The binding affinity (normalized) is 0.